Dataset: Forward reaction prediction with 1.9M reactions from USPTO patents (1976-2016). Task: Predict the product of the given reaction. (1) The product is: [NH3:1].[CH3:8][C:6]1[CH:5]=[CH:4][N:3]2[CH:15]=[CH:16][N:1]=[C:2]2[CH:7]=1. Given the reactants [NH2:1][C:2]1[CH:7]=[C:6]([CH3:8])[CH:5]=[CH:4][N:3]=1.C(=O)([O-])O.[Na+].Cl[CH2:15][CH:16]=O, predict the reaction product. (2) Given the reactants Br[C:2]1[CH:3]=[C:4]([CH:7]=[CH:8][C:9]=1[CH2:10][CH3:11])[CH:5]=[O:6].[N:12]1[CH:17]=[CH:16][CH:15]=[C:14](B(O)O)[CH:13]=1.C([O-])([O-])=O.[Na+].[Na+], predict the reaction product. The product is: [CH2:10]([C:9]1[CH:8]=[CH:7][C:4]([CH:5]=[O:6])=[CH:3][C:2]=1[C:14]1[CH:13]=[N:12][CH:17]=[CH:16][CH:15]=1)[CH3:11]. (3) Given the reactants CN(C(ON1N=NC2C=CC=NC1=2)=[N+](C)C)C.F[P-](F)(F)(F)(F)F.[O:25]1[CH:29]=[CH:28][C:27]([C:30]2[CH:31]=[C:32]([C:47]([F:50])([F:49])[F:48])[C:33]3[N:34]([C:36]([CH2:42][C:43]([O:45][CH3:46])=[O:44])=[C:37]([C:39](O)=[O:40])[N:38]=3)[CH:35]=2)=[CH:26]1.[F:51][C:52]1[CH:57]=[CH:56][C:55]([CH:58]2[CH2:62][CH2:61][NH:60][CH2:59]2)=[CH:54][CH:53]=1, predict the reaction product. The product is: [CH3:46][O:45][C:43](=[O:44])[CH2:42][C:36]1[N:34]2[CH:35]=[C:30]([C:27]3[CH:28]=[CH:29][O:25][CH:26]=3)[CH:31]=[C:32]([C:47]([F:49])([F:48])[F:50])[C:33]2=[N:38][C:37]=1[C:39]([N:60]1[CH2:61][CH2:62][CH:58]([C:55]2[CH:56]=[CH:57][C:52]([F:51])=[CH:53][CH:54]=2)[CH2:59]1)=[O:40].